This data is from NCI-60 drug combinations with 297,098 pairs across 59 cell lines. The task is: Regression. Given two drug SMILES strings and cell line genomic features, predict the synergy score measuring deviation from expected non-interaction effect. (1) Drug 1: CNC(=O)C1=CC=CC=C1SC2=CC3=C(C=C2)C(=NN3)C=CC4=CC=CC=N4. Drug 2: CC(C)(C#N)C1=CC(=CC(=C1)CN2C=NC=N2)C(C)(C)C#N. Cell line: M14. Synergy scores: CSS=-4.25, Synergy_ZIP=3.20, Synergy_Bliss=1.06, Synergy_Loewe=-1.85, Synergy_HSA=-3.29. (2) Synergy scores: CSS=6.99, Synergy_ZIP=0.346, Synergy_Bliss=1.10, Synergy_Loewe=-32.0, Synergy_HSA=1.16. Cell line: A549. Drug 2: CCC1(CC2CC(C3=C(CCN(C2)C1)C4=CC=CC=C4N3)(C5=C(C=C6C(=C5)C78CCN9C7C(C=CC9)(C(C(C8N6C)(C(=O)OC)O)OC(=O)C)CC)OC)C(=O)OC)O.OS(=O)(=O)O. Drug 1: CCC(=C(C1=CC=CC=C1)C2=CC=C(C=C2)OCCN(C)C)C3=CC=CC=C3.C(C(=O)O)C(CC(=O)O)(C(=O)O)O. (3) Drug 1: CN1CCC(CC1)COC2=C(C=C3C(=C2)N=CN=C3NC4=C(C=C(C=C4)Br)F)OC. Drug 2: CCCS(=O)(=O)NC1=C(C(=C(C=C1)F)C(=O)C2=CNC3=C2C=C(C=N3)C4=CC=C(C=C4)Cl)F. Cell line: RXF 393. Synergy scores: CSS=5.39, Synergy_ZIP=1.81, Synergy_Bliss=-3.18, Synergy_Loewe=-3.61, Synergy_HSA=-2.30. (4) Drug 1: C1C(C(OC1N2C=NC3=C2NC=NCC3O)CO)O. Drug 2: COCCOC1=C(C=C2C(=C1)C(=NC=N2)NC3=CC=CC(=C3)C#C)OCCOC.Cl. Cell line: SN12C. Synergy scores: CSS=7.19, Synergy_ZIP=3.02, Synergy_Bliss=4.52, Synergy_Loewe=-0.266, Synergy_HSA=1.62. (5) Drug 1: CC(C1=C(C=CC(=C1Cl)F)Cl)OC2=C(N=CC(=C2)C3=CN(N=C3)C4CCNCC4)N. Drug 2: C1CN1P(=S)(N2CC2)N3CC3. Cell line: HOP-62. Synergy scores: CSS=22.0, Synergy_ZIP=-7.21, Synergy_Bliss=-6.94, Synergy_Loewe=-8.40, Synergy_HSA=-8.20. (6) Drug 1: CCC(=C(C1=CC=CC=C1)C2=CC=C(C=C2)OCCN(C)C)C3=CC=CC=C3.C(C(=O)O)C(CC(=O)O)(C(=O)O)O. Drug 2: CC1=C(C=C(C=C1)NC(=O)C2=CC=C(C=C2)CN3CCN(CC3)C)NC4=NC=CC(=N4)C5=CN=CC=C5. Cell line: NCIH23. Synergy scores: CSS=3.47, Synergy_ZIP=5.92, Synergy_Bliss=4.02, Synergy_Loewe=1.41, Synergy_HSA=1.69. (7) Drug 1: C1=CC(=CC=C1CCCC(=O)O)N(CCCl)CCCl. Drug 2: CC1C(C(CC(O1)OC2CC(OC(C2O)C)OC3=CC4=CC5=C(C(=O)C(C(C5)C(C(=O)C(C(C)O)O)OC)OC6CC(C(C(O6)C)O)OC7CC(C(C(O7)C)O)OC8CC(C(C(O8)C)O)(C)O)C(=C4C(=C3C)O)O)O)O. Cell line: SF-268. Synergy scores: CSS=53.3, Synergy_ZIP=5.73, Synergy_Bliss=2.26, Synergy_Loewe=-77.8, Synergy_HSA=1.52. (8) Drug 1: CC12CCC(CC1=CCC3C2CCC4(C3CC=C4C5=CN=CC=C5)C)O. Drug 2: C1=CC=C(C(=C1)C(C2=CC=C(C=C2)Cl)C(Cl)Cl)Cl. Cell line: OVCAR-8. Synergy scores: CSS=7.16, Synergy_ZIP=-0.247, Synergy_Bliss=0.845, Synergy_Loewe=-0.827, Synergy_HSA=0.0332. (9) Drug 1: C1=CN(C(=O)N=C1N)C2C(C(C(O2)CO)O)O.Cl. Drug 2: CN1C(=O)N2C=NC(=C2N=N1)C(=O)N. Cell line: NCIH23. Synergy scores: CSS=33.5, Synergy_ZIP=0.329, Synergy_Bliss=-1.14, Synergy_Loewe=-33.9, Synergy_HSA=-2.17. (10) Drug 1: CC1C(C(CC(O1)OC2CC(CC3=C2C(=C4C(=C3O)C(=O)C5=C(C4=O)C(=CC=C5)OC)O)(C(=O)CO)O)N)O.Cl. Drug 2: C1CC(=O)NC(=O)C1N2CC3=C(C2=O)C=CC=C3N. Cell line: HCT-15. Synergy scores: CSS=-7.03, Synergy_ZIP=1.70, Synergy_Bliss=-6.59, Synergy_Loewe=-7.87, Synergy_HSA=-12.1.